From a dataset of Reaction yield outcomes from USPTO patents with 853,638 reactions. Predict the reaction yield, written as a fraction of the theoretical maximum amount of product (1.0 means a 100% yield; for example, 0.34 means a 34% yield). (1) The reactants are Cl.[CH3:2][O:3][C:4](=[O:7])[CH2:5][NH2:6].C(N(CC)CC)C.O=C1CCC(=O)N1[O:22][C:23]([CH:25]1[CH2:27][N:26]1[C:28]([C:41]1[CH:46]=[CH:45][CH:44]=[CH:43][CH:42]=1)([C:35]1[CH:40]=[CH:39][CH:38]=[CH:37][CH:36]=1)[C:29]1[CH:34]=[CH:33][CH:32]=[CH:31][CH:30]=1)=O. The catalyst is CN(C=O)C. The product is [CH3:2][O:3][C:4](=[O:7])[CH2:5][NH:6][C:23]([CH:25]1[CH2:27][N:26]1[C:28]([C:29]1[CH:34]=[CH:33][CH:32]=[CH:31][CH:30]=1)([C:35]1[CH:36]=[CH:37][CH:38]=[CH:39][CH:40]=1)[C:41]1[CH:46]=[CH:45][CH:44]=[CH:43][CH:42]=1)=[O:22]. The yield is 0.790. (2) The reactants are [Cl:1][C:2]1[CH:7]=[CH:6][C:5]([S:8][CH2:9][CH2:10][C:11]([O:13]C)=[O:12])=[C:4]([NH:15][S:16]([C:19]2[CH:24]=[CH:23][C:22]([Cl:25])=[CH:21][C:20]=2[F:26])(=[O:18])=[O:17])[CH:3]=1.O[Li].O.Cl. The catalyst is C1COCC1.O. The product is [Cl:1][C:2]1[CH:7]=[CH:6][C:5]([S:8][CH2:9][CH2:10][C:11]([OH:13])=[O:12])=[C:4]([NH:15][S:16]([C:19]2[CH:24]=[CH:23][C:22]([Cl:25])=[CH:21][C:20]=2[F:26])(=[O:18])=[O:17])[CH:3]=1. The yield is 0.950. (3) The reactants are C(O[C:6]([N:8]1[CH2:13][CH2:12][CH:11]([CH2:14][O:15][C:16]2[CH:25]=[C:24]3[C:19]([C:20]([O:26][C:27]4[CH:32]=[CH:31][C:30]([N+:33]([O-:35])=[O:34])=[CH:29][C:28]=4[F:36])=[CH:21][CH:22]=[N:23]3)=[CH:18][C:17]=2[O:37][CH3:38])[CH2:10][CH2:9]1)=O)(C)(C)C.C(O)(C(F)(F)F)=O.[BH-](OC(C)=O)(OC(C)=O)OC(C)=O.[Na+].C=O. The catalyst is C(Cl)Cl. The product is [F:36][C:28]1[CH:29]=[C:30]([N+:33]([O-:35])=[O:34])[CH:31]=[CH:32][C:27]=1[O:26][C:20]1[C:19]2[C:24](=[CH:25][C:16]([O:15][CH2:14][CH:11]3[CH2:12][CH2:13][N:8]([CH3:6])[CH2:9][CH2:10]3)=[C:17]([O:37][CH3:38])[CH:18]=2)[N:23]=[CH:22][CH:21]=1. The yield is 0.930.